This data is from Experimentally validated miRNA-target interactions with 360,000+ pairs, plus equal number of negative samples. The task is: Binary Classification. Given a miRNA mature sequence and a target amino acid sequence, predict their likelihood of interaction. Result: 0 (no interaction). The miRNA is hsa-miR-4733-3p with sequence CCACCAGGUCUAGCAUUGGGAU. The protein sequence of the target gene is MQVPVGSRLVLALAFVLVWGSSVQGYPARRARYQWVRCKPNGFFANCIEEKGPQFDLIDESNNIGPPMNNPVLMEGPSKDFISNYDDYGSGSGSGSGSGSGSGSGSGSGFLGDMEWEYQPTDESNIVYFNYKPFDRILTEQNQDQPEDDFII.